From a dataset of NCI-60 drug combinations with 297,098 pairs across 59 cell lines. Regression. Given two drug SMILES strings and cell line genomic features, predict the synergy score measuring deviation from expected non-interaction effect. (1) Drug 1: CC1=C(C=C(C=C1)C(=O)NC2=CC(=CC(=C2)C(F)(F)F)N3C=C(N=C3)C)NC4=NC=CC(=N4)C5=CN=CC=C5. Drug 2: C(CC(=O)O)C(=O)CN.Cl. Cell line: NCI-H322M. Synergy scores: CSS=19.2, Synergy_ZIP=-7.64, Synergy_Bliss=-4.57, Synergy_Loewe=-4.80, Synergy_HSA=-5.05. (2) Drug 1: C1CNP(=O)(OC1)N(CCCl)CCCl. Drug 2: C1CC(CCC1OC2=C(C(=CC=C2)Cl)F)(CC3=NC(=CC=C3)NC4=NC=CS4)C(=O)O. Cell line: NCIH23. Synergy scores: CSS=41.1, Synergy_ZIP=2.34, Synergy_Bliss=1.92, Synergy_Loewe=-27.4, Synergy_HSA=1.29. (3) Drug 1: C1=CC(=CC=C1CC(C(=O)O)N)N(CCCl)CCCl.Cl. Drug 2: CC1=C(C(=CC=C1)Cl)NC(=O)C2=CN=C(S2)NC3=CC(=NC(=N3)C)N4CCN(CC4)CCO. Cell line: RXF 393. Synergy scores: CSS=27.3, Synergy_ZIP=-0.481, Synergy_Bliss=3.33, Synergy_Loewe=-7.69, Synergy_HSA=2.99.